From a dataset of Peptide-MHC class II binding affinity with 134,281 pairs from IEDB. Regression. Given a peptide amino acid sequence and an MHC pseudo amino acid sequence, predict their binding affinity value. This is MHC class II binding data. The peptide sequence is QPCNGVTMNDVKIEY. The MHC is HLA-DPA10103-DPB10401 with pseudo-sequence HLA-DPA10103-DPB10401. The binding affinity (normalized) is 0.153.